Dataset: NCI-60 drug combinations with 297,098 pairs across 59 cell lines. Task: Regression. Given two drug SMILES strings and cell line genomic features, predict the synergy score measuring deviation from expected non-interaction effect. (1) Cell line: NCI-H460. Drug 1: CN(C)C(=N)N=C(N)N. Drug 2: COCCOC1=C(C=C2C(=C1)C(=NC=N2)NC3=CC=CC(=C3)C#C)OCCOC. Synergy scores: CSS=20.9, Synergy_ZIP=-5.92, Synergy_Bliss=-3.38, Synergy_Loewe=-14.1, Synergy_HSA=-0.759. (2) Drug 1: CNC(=O)C1=CC=CC=C1SC2=CC3=C(C=C2)C(=NN3)C=CC4=CC=CC=N4. Drug 2: CN(C)C1=NC(=NC(=N1)N(C)C)N(C)C. Cell line: CAKI-1. Synergy scores: CSS=5.52, Synergy_ZIP=-2.19, Synergy_Bliss=-2.50, Synergy_Loewe=-8.98, Synergy_HSA=-2.29. (3) Drug 1: C1=CC=C(C=C1)NC(=O)CCCCCCC(=O)NO. Drug 2: N.N.Cl[Pt+2]Cl. Cell line: ACHN. Synergy scores: CSS=67.7, Synergy_ZIP=2.81, Synergy_Bliss=6.21, Synergy_Loewe=6.62, Synergy_HSA=8.23. (4) Drug 1: CC1CCC2CC(C(=CC=CC=CC(CC(C(=O)C(C(C(=CC(C(=O)CC(OC(=O)C3CCCCN3C(=O)C(=O)C1(O2)O)C(C)CC4CCC(C(C4)OC)O)C)C)O)OC)C)C)C)OC. Drug 2: C1C(C(OC1N2C=NC3=C2NC=NCC3O)CO)O. Cell line: MDA-MB-231. Synergy scores: CSS=18.3, Synergy_ZIP=-6.34, Synergy_Bliss=-5.12, Synergy_Loewe=-22.6, Synergy_HSA=-2.98. (5) Drug 1: COC1=C(C=C2C(=C1)N=CN=C2NC3=CC(=C(C=C3)F)Cl)OCCCN4CCOCC4. Drug 2: CC1=C(N=C(N=C1N)C(CC(=O)N)NCC(C(=O)N)N)C(=O)NC(C(C2=CN=CN2)OC3C(C(C(C(O3)CO)O)O)OC4C(C(C(C(O4)CO)O)OC(=O)N)O)C(=O)NC(C)C(C(C)C(=O)NC(C(C)O)C(=O)NCCC5=NC(=CS5)C6=NC(=CS6)C(=O)NCCC[S+](C)C)O. Synergy scores: CSS=16.7, Synergy_ZIP=-2.15, Synergy_Bliss=7.86, Synergy_Loewe=2.84, Synergy_HSA=3.06. Cell line: K-562. (6) Drug 1: CN(C)C1=NC(=NC(=N1)N(C)C)N(C)C. Drug 2: CC1=C(C(=O)C2=C(C1=O)N3CC4C(C3(C2COC(=O)N)OC)N4)N. Cell line: LOX IMVI. Synergy scores: CSS=31.7, Synergy_ZIP=-2.51, Synergy_Bliss=-3.79, Synergy_Loewe=-21.2, Synergy_HSA=-2.27.